This data is from Full USPTO retrosynthesis dataset with 1.9M reactions from patents (1976-2016). The task is: Predict the reactants needed to synthesize the given product. (1) Given the product [CH3:9][O:8][C:6]1[CH:5]=[C:4]([OH:10])[CH:3]=[C:2]([B:11]2[O:15][C:14]([CH3:17])([CH3:16])[C:13]([CH3:19])([CH3:18])[O:12]2)[CH:7]=1, predict the reactants needed to synthesize it. The reactants are: Cl[C:2]1[CH:3]=[C:4]([OH:10])[CH:5]=[C:6]([O:8][CH3:9])[CH:7]=1.[B:11]1([B:11]2[O:15][C:14]([CH3:17])([CH3:16])[C:13]([CH3:19])([CH3:18])[O:12]2)[O:15][C:14]([CH3:17])([CH3:16])[C:13]([CH3:19])([CH3:18])[O:12]1.C([O-])(=O)C.[K+].COCCOC. (2) Given the product [C:6]1([S:5][CH2:4][CH2:3][CH2:2][N:12]2[CH2:17][CH2:16][CH:15]([C:18]3[CH:19]=[C:20]([NH:24][C:25]([CH:27]4[CH2:28][CH2:29]4)=[O:26])[CH:21]=[CH:22][CH:23]=3)[CH2:14][CH2:13]2)[CH:11]=[CH:10][CH:9]=[CH:8][CH:7]=1, predict the reactants needed to synthesize it. The reactants are: Cl[CH2:2][CH2:3][CH2:4][S:5][C:6]1[CH:11]=[CH:10][CH:9]=[CH:8][CH:7]=1.[NH:12]1[CH2:17][CH2:16][CH:15]([C:18]2[CH:19]=[C:20]([NH:24][C:25]([CH:27]3[CH2:29][CH2:28]3)=[O:26])[CH:21]=[CH:22][CH:23]=2)[CH2:14][CH2:13]1. (3) Given the product [OH:13][C:12]1[CH:11]=[CH:10][C:5]([C:6]([O:8][CH3:9])=[O:7])=[CH:4][C:3]=1[N:2]=[CH:31][C:28]1[CH:27]=[CH:26][C:25]([C:23]([O:22][CH3:21])=[O:24])=[CH:30][CH:29]=1, predict the reactants needed to synthesize it. The reactants are: Cl.[NH2:2][C:3]1[CH:4]=[C:5]([CH:10]=[CH:11][C:12]=1[OH:13])[C:6]([O:8][CH3:9])=[O:7].C(N(CC)CC)C.[CH3:21][O:22][C:23]([C:25]1[CH:30]=[CH:29][C:28]([CH:31]=O)=[CH:27][CH:26]=1)=[O:24].